Dataset: Orexin1 receptor HTS with 218,158 compounds and 233 confirmed actives. Task: Binary Classification. Given a drug SMILES string, predict its activity (active/inactive) in a high-throughput screening assay against a specified biological target. (1) The drug is O(C(=O)c1cc2c(c([nH]c2cc1)C)C)CC. The result is 1 (active). (2) The drug is Brc1cc(F)c(OCC(=O)N(CCC#N)c2ccc(F)cc2)cc1. The result is 0 (inactive). (3) The compound is O(C(=O)C(CC(=O)c1ccccc1)CC(=O)c1ccccc1)C. The result is 0 (inactive). (4) The drug is Clc1cc(CN2CC(CCC2)C(=O)N(Cc2ccccc2)C)ccc1. The result is 0 (inactive). (5) The compound is S(=O)(=O)(N(C)C)c1ccc(cc1)C(=O)Nc1c(SCCC#N)cccc1. The result is 0 (inactive). (6) The drug is s1c(C(=O)N2CCCc3c2ccc(NC(=O)c2cc(OC)cc(OC)c2)c3)ccc1. The result is 0 (inactive).